From a dataset of Full USPTO retrosynthesis dataset with 1.9M reactions from patents (1976-2016). Predict the reactants needed to synthesize the given product. (1) Given the product [F:25][C:26]1[CH:31]=[CH:30][C:29]([C:32]([F:35])([F:34])[F:33])=[CH:28][C:27]=1[NH:36][C:37]([NH:1][C:2]1[C:11]2[C:6](=[CH:7][CH:8]=[CH:9][CH:10]=2)[C:5]([O:12][C:13]2[C:22]3[N:21]=[C:20]([CH3:23])[C:19](=[O:24])[NH:18][C:17]=3[N:16]=[CH:15][CH:14]=2)=[CH:4][CH:3]=1)=[O:38], predict the reactants needed to synthesize it. The reactants are: [NH2:1][C:2]1[C:11]2[C:6](=[CH:7][CH:8]=[CH:9][CH:10]=2)[C:5]([O:12][C:13]2[C:22]3[N:21]=[C:20]([CH3:23])[C:19](=[O:24])[NH:18][C:17]=3[N:16]=[CH:15][CH:14]=2)=[CH:4][CH:3]=1.[F:25][C:26]1[CH:31]=[CH:30][C:29]([C:32]([F:35])([F:34])[F:33])=[CH:28][C:27]=1[N:36]=[C:37]=[O:38]. (2) The reactants are: [Cl:1][C:2]1[C:7]([Cl:8])=[CH:6][CH:5]=[CH:4][C:3]=1[C:9]([N:11]1[CH2:16][CH2:15][NH:14][C:13](=[O:17])[CH2:12]1)=[O:10].[H-].[Na+].Br[CH2:21][C:22]1[CH:27]=[CH:26][C:25]([F:28])=[CH:24][C:23]=1[Cl:29]. Given the product [Cl:29][C:23]1[CH:24]=[C:25]([F:28])[CH:26]=[CH:27][C:22]=1[CH2:21][N:14]1[CH2:15][CH2:16][N:11]([C:9]([C:3]2[CH:4]=[CH:5][CH:6]=[C:7]([Cl:8])[C:2]=2[Cl:1])=[O:10])[CH2:12][C:13]1=[O:17], predict the reactants needed to synthesize it.